Task: Predict the reactants needed to synthesize the given product.. Dataset: Full USPTO retrosynthesis dataset with 1.9M reactions from patents (1976-2016) Given the product [CH3:18][O:17][C:7]1[C:5]2[N:6]=[C:2]([NH:1][C:19](=[O:20])[N:24]([CH3:23])[CH2:25][C:26]3[CH:27]=[N:28][C:29]([CH3:32])=[CH:30][CH:31]=3)[S:3][C:4]=2[C:10]([N:11]2[CH2:16][CH2:15][O:14][CH2:13][CH2:12]2)=[CH:9][CH:8]=1, predict the reactants needed to synthesize it. The reactants are: [NH2:1][C:2]1[S:3][C:4]2[C:10]([N:11]3[CH2:16][CH2:15][O:14][CH2:13][CH2:12]3)=[CH:9][CH:8]=[C:7]([O:17][CH3:18])[C:5]=2[N:6]=1.[C:19](Cl)(Cl)=[O:20].[CH3:23][NH:24][CH2:25][C:26]1[CH:27]=[N:28][C:29]([CH3:32])=[CH:30][CH:31]=1.